Dataset: Full USPTO retrosynthesis dataset with 1.9M reactions from patents (1976-2016). Task: Predict the reactants needed to synthesize the given product. Given the product [CH3:29][O:28][C:25]1[N:24]=[CH:23][C:22]([CH2:21][O:20][C:11]2[C:12]3[C:17](=[CH:16][CH:15]=[CH:14][CH:13]=3)[CH:18]=[CH:19][C:10]=2[C:8]([NH:7][C:4]([CH3:6])([CH3:5])[C:3]([OH:30])=[O:2])=[O:9])=[CH:27][CH:26]=1, predict the reactants needed to synthesize it. The reactants are: C[O:2][C:3](=[O:30])[C:4]([NH:7][C:8]([C:10]1[CH:19]=[CH:18][C:17]2[C:12](=[CH:13][CH:14]=[CH:15][CH:16]=2)[C:11]=1[O:20][CH2:21][C:22]1[CH:23]=[N:24][C:25]([O:28][CH3:29])=[CH:26][CH:27]=1)=[O:9])([CH3:6])[CH3:5].[OH-].[Na+].O.Cl.